Task: Predict the product of the given reaction.. Dataset: Forward reaction prediction with 1.9M reactions from USPTO patents (1976-2016) (1) Given the reactants Br[C:2]1[CH:7]=[CH:6][C:5]([O:8][CH3:9])=[CH:4][C:3]=1[F:10].[Li]CCCC.[O:16]=[C:17]1[CH2:20][CH:19]([C:21]([O:23][CH3:24])=[O:22])[CH2:18]1.[NH4+].[Cl-], predict the reaction product. The product is: [F:10][C:3]1[CH:4]=[C:5]([O:8][CH3:9])[CH:6]=[CH:7][C:2]=1[C:17]1([OH:16])[CH2:20][CH:19]([C:21]([O:23][CH3:24])=[O:22])[CH2:18]1. (2) Given the reactants [OH-].[Na+].C([O:5][C:6](=[O:41])[C:7]([CH3:40])([CH3:39])[NH:8][C:9](=[O:38])[C:10]1[CH:15]=[CH:14][CH:13]=[C:12]([C:16]2[C:25]3[C:20](=[C:21]([CH2:33][C:34]#[N:35])[C:22]([O:31][CH3:32])=[C:23]4[O:28][C:27]([CH3:30])([CH3:29])[CH2:26][C:24]4=3)[CH2:19][C:18]([CH3:37])([CH3:36])[N:17]=2)[CH:11]=1)C.[ClH:42], predict the reaction product. The product is: [ClH:42].[C:34]([CH2:33][C:21]1[C:22]([O:31][CH3:32])=[C:23]2[O:28][C:27]([CH3:30])([CH3:29])[CH2:26][C:24]2=[C:25]2[C:20]=1[CH2:19][C:18]([CH3:37])([CH3:36])[N:17]=[C:16]2[C:12]1[CH:11]=[C:10]([CH:15]=[CH:14][CH:13]=1)[C:9]([NH:8][C:7]([CH3:39])([C:6]([OH:41])=[O:5])[CH3:40])=[O:38])#[N:35]. (3) Given the reactants C(O)(C(F)(F)F)=O.[OH:8][CH:9]1[CH2:14][CH2:13][N:12]([C:15]2[N:16]=[C:17]([O:48][CH3:49])[C:18]3[C:23]([C:24]4[CH:29]=[CH:28][CH:27]=[CH:26][CH:25]=4)=[C:22]([C:30]4[CH:35]=[CH:34][C:33]([C:36]5([NH:40]C(=O)OC(C)(C)C)[CH2:39][CH2:38][CH2:37]5)=[CH:32][CH:31]=4)[O:21][C:19]=3[N:20]=2)[CH2:11][CH2:10]1, predict the reaction product. The product is: [NH2:40][C:36]1([C:33]2[CH:34]=[CH:35][C:30]([C:22]3[O:21][C:19]4[N:20]=[C:15]([N:12]5[CH2:11][CH2:10][CH:9]([OH:8])[CH2:14][CH2:13]5)[N:16]=[C:17]([O:48][CH3:49])[C:18]=4[C:23]=3[C:24]3[CH:29]=[CH:28][CH:27]=[CH:26][CH:25]=3)=[CH:31][CH:32]=2)[CH2:39][CH2:38][CH2:37]1. (4) Given the reactants [C:1]1([S:7]([C@H:10]2[CH2:14][C@@H:13]([C:15]([OH:17])=O)[C@H:12]([C:18](=[O:25])[NH:19][C:20]3([C:23]#[N:24])[CH2:22][CH2:21]3)[CH2:11]2)(=[O:9])=[O:8])[CH:6]=[CH:5][CH:4]=[CH:3][CH:2]=1.[CH2:26]1[C:29]2([CH2:32][NH:31][CH2:30]2)[CH2:28][O:27]1, predict the reaction product. The product is: [C:23]([C:20]1([NH:19][C:18]([C@@H:12]2[CH2:11][C@@H:10]([S:7]([C:1]3[CH:2]=[CH:3][CH:4]=[CH:5][CH:6]=3)(=[O:8])=[O:9])[CH2:14][C@H:13]2[C:15]([N:31]2[CH2:32][C:29]3([CH2:26][O:27][CH2:28]3)[CH2:30]2)=[O:17])=[O:25])[CH2:21][CH2:22]1)#[N:24]. (5) Given the reactants II.Br[CH2:4][CH2:5]Br.Br[C:8]1[CH:13]=[CH:12][C:11]([C:14]2[CH:19]=[CH:18][CH:17]=[CH:16][CH:15]=2)=[CH:10][CH:9]=1.[P:20]([O-:27])(OCC)OCC.Cl, predict the reaction product. The product is: [C:8]1([C:5]2[CH:4]=[CH:16][CH:15]=[CH:14][CH:19]=2)[CH:13]=[CH:12][C:11]([PH:20](=[O:27])[C:8]2[CH:13]=[CH:12][C:11]([C:14]3[CH:19]=[CH:18][CH:17]=[CH:16][CH:15]=3)=[CH:10][CH:9]=2)=[CH:10][CH:9]=1. (6) Given the reactants [O:1]=[C:2]1[NH:6][C:5]2[S:7][C:8]([C:10]([NH2:12])=[O:11])=[CH:9][C:4]=2[CH2:3]1.[NH:13]1[CH:17]=[CH:16][CH:15]=[C:14]1[CH:18]=O, predict the reaction product. The product is: [O:1]=[C:2]1[NH:6][C:5]2[S:7][C:8]([C:10]([NH2:12])=[O:11])=[CH:9][C:4]=2/[C:3]/1=[CH:18]/[C:14]1[NH:13][CH:17]=[CH:16][CH:15]=1.